From a dataset of Merck oncology drug combination screen with 23,052 pairs across 39 cell lines. Regression. Given two drug SMILES strings and cell line genomic features, predict the synergy score measuring deviation from expected non-interaction effect. (1) Drug 1: O=C(CCCCCCC(=O)Nc1ccccc1)NO. Drug 2: C#Cc1cccc(Nc2ncnc3cc(OCCOC)c(OCCOC)cc23)c1. Cell line: CAOV3. Synergy scores: synergy=24.3. (2) Drug 1: COc1cc(C2c3cc4c(cc3C(OC3OC5COC(C)OC5C(O)C3O)C3COC(=O)C23)OCO4)cc(OC)c1O. Drug 2: NC(=O)c1cccc2cn(-c3ccc(C4CCCNC4)cc3)nc12. Cell line: ZR751. Synergy scores: synergy=3.08. (3) Drug 1: COc1cccc2c1C(=O)c1c(O)c3c(c(O)c1C2=O)CC(O)(C(=O)CO)CC3OC1CC(N)C(O)C(C)O1. Drug 2: O=C(O)C1(Cc2cccc(Nc3nccs3)n2)CCC(Oc2cccc(Cl)c2F)CC1. Cell line: SKMES1. Synergy scores: synergy=-24.1. (4) Drug 1: CC1(c2nc3c(C(N)=O)cccc3[nH]2)CCCN1. Drug 2: CCc1c2c(nc3ccc(O)cc13)-c1cc3c(c(=O)n1C2)COC(=O)C3(O)CC. Cell line: EFM192B. Synergy scores: synergy=30.1. (5) Drug 1: CN1C(=O)C=CC2(C)C3CCC4(C)C(NC(=O)OCC(F)(F)F)CCC4C3CCC12. Drug 2: CC1(c2nc3c(C(N)=O)cccc3[nH]2)CCCN1. Cell line: SW620. Synergy scores: synergy=9.91.